Dataset: Full USPTO retrosynthesis dataset with 1.9M reactions from patents (1976-2016). Task: Predict the reactants needed to synthesize the given product. (1) Given the product [Cl:1][C:2]1[CH:7]=[C:6]([O:8][CH:9]([F:10])[F:11])[CH:5]=[CH:4][C:3]=1[C:12]1[C:13]2[N:25]=[C:27]([CH3:29])[C:26](=[O:30])[N:18]([CH:19]([CH2:22][O:23][CH3:24])[CH2:20][CH3:21])[C:14]=2[N:15]=[CH:16][CH:17]=1, predict the reactants needed to synthesize it. The reactants are: [Cl:1][C:2]1[CH:7]=[C:6]([O:8][CH:9]([F:11])[F:10])[CH:5]=[CH:4][C:3]=1[C:12]1[CH:17]=[CH:16][N:15]=[C:14]([NH:18][CH:19]([CH2:22][O:23][CH3:24])[CH2:20][CH3:21])[C:13]=1[NH2:25].[C:26](OC)(=[O:30])[C:27]([CH3:29])=O. (2) Given the product [CH:1]1[CH:6]=[CH:5][C:4]([C:7]2[N:8]=[C:9]([NH2:14])[N:10]=[C:11]([NH2:13])[N:12]=2)=[CH:3][CH:2]=1.[C:15]([O-:20])(=[O:25])[C:16]1[C:17](=[CH:21][CH:22]=[CH:23][CH:24]=1)[C:18]([O-:26])=[O:19], predict the reactants needed to synthesize it. The reactants are: [CH:1]1[CH:2]=[CH:3][C:4]([C:7]2[N:8]=[C:9]([NH2:14])[N:10]=[C:11]([NH2:13])[N:12]=2)=[CH:5][CH:6]=1.[C:15]1(=[O:25])[O:20][C:18](=[O:19])[C:17]2=[CH:21][CH:22]=[CH:23][CH:24]=[C:16]12.[OH2:26]. (3) Given the product [C:1]([O:5][C:6]([N:8]1[CH2:12][C@H:11]([O:13][C:14]2[C:23]3[C:18](=[CH:19][C:20]([O:24][CH3:25])=[CH:21][CH:22]=3)[N:17]=[C:16]([C:26]3[N:27]=[C:28]([NH:31][CH:32]([CH3:33])[CH3:34])[S:29][CH:30]=3)[CH:15]=2)[CH2:10][C@H:9]1[C:35](=[O:67])[NH:36][C@:37]1([C:42]([NH:44][S:45]([C:48]2[CH:53]=[CH:52][CH:51]=[CH:50][C:49]=2[NH:54][C:55](=[O:66])[CH2:56][CH2:57][CH2:58][CH2:59][CH2:60][CH2:61][C:62]([OH:64])=[O:63])(=[O:46])=[O:47])=[O:43])[CH2:39][C@H:38]1[CH:40]=[CH2:41])=[O:7])([CH3:3])([CH3:4])[CH3:2], predict the reactants needed to synthesize it. The reactants are: [C:1]([O:5][C:6]([N:8]1[CH2:12][C@H:11]([O:13][C:14]2[C:23]3[C:18](=[CH:19][C:20]([O:24][CH3:25])=[CH:21][CH:22]=3)[N:17]=[C:16]([C:26]3[N:27]=[C:28]([NH:31][CH:32]([CH3:34])[CH3:33])[S:29][CH:30]=3)[CH:15]=2)[CH2:10][C@H:9]1[C:35](=[O:67])[NH:36][C@:37]1([C:42]([NH:44][S:45]([C:48]2[CH:53]=[CH:52][CH:51]=[CH:50][C:49]=2[NH:54][C:55](=[O:66])[CH2:56][CH2:57][CH2:58][CH2:59][CH2:60][CH2:61][C:62]([O:64]C)=[O:63])(=[O:47])=[O:46])=[O:43])[CH2:39][C@H:38]1[CH:40]=[CH2:41])=[O:7])([CH3:4])([CH3:3])[CH3:2].[Li+].[OH-]. (4) Given the product [Br:9][C:10]1[CH:18]=[CH:17][C:16]2[C:12](=[CH:13][N:14]([CH3:19])[N:15]=2)[C:11]=1[CH:20]1[CH2:4][CH:21]1[C:22]#[N:23], predict the reactants needed to synthesize it. The reactants are: [H-].[Na+].[I-].[CH3:4][S+](C)(C)=O.[Br:9][C:10]1[CH:18]=[CH:17][C:16]2[C:12](=[CH:13][N:14]([CH3:19])[N:15]=2)[C:11]=1/[CH:20]=[CH:21]/[C:22]#[N:23]. (5) Given the product [CH3:22][CH:21]([O:1][C:2]1[CH:3]=[C:4]([CH2:8][CH2:9][C:10]([O:12][CH3:13])=[O:11])[CH:5]=[CH:6][CH:7]=1)[CH3:23], predict the reactants needed to synthesize it. The reactants are: [OH:1][C:2]1[CH:3]=[C:4]([CH2:8][CH2:9][C:10]([O:12][CH3:13])=[O:11])[CH:5]=[CH:6][CH:7]=1.C(=O)([O-])[O-].[K+].[K+].I[CH:21]([CH3:23])[CH3:22]. (6) The reactants are: Cl[CH2:2][CH2:3][N:4]1[CH2:8][CH2:7][CH2:6][CH2:5]1.[N+:9]([C:12]1[CH:13]=[C:14]([OH:22])[CH:15]=[C:16]([C:18]([F:21])([F:20])[F:19])[CH:17]=1)([O-:11])=[O:10].C([O-])([O-])=O.[Cs+].[Cs+].CN(C=O)C. Given the product [N+:9]([C:12]1[CH:13]=[C:14]([CH:15]=[C:16]([C:18]([F:19])([F:20])[F:21])[CH:17]=1)[O:22][CH2:2][CH2:3][N:4]1[CH2:8][CH2:7][CH2:6][CH2:5]1)([O-:11])=[O:10], predict the reactants needed to synthesize it. (7) The reactants are: [CH3:1][O:2][C:3]1[CH:8]=[C:7]([C:9]([F:12])([F:11])[F:10])[CH:6]=[CH:5][C:4]=1[N:13]1[C:18](=[O:19])[CH2:17][O:16][C:15]2[CH:20]=[C:21]([S:24](Cl)(=[O:26])=[O:25])[CH:22]=[CH:23][C:14]1=2.COC1C=CC(C[NH:35][C:36]2[S:40][N:39]=[CH:38][N:37]=2)=CC=1.C[Si]([N-][Si](C)(C)C)(C)C.[Li+].C(O)(C(F)(F)F)=O. Given the product [CH3:1][O:2][C:3]1[CH:8]=[C:7]([C:9]([F:12])([F:11])[F:10])[CH:6]=[CH:5][C:4]=1[N:13]1[C:18](=[O:19])[CH2:17][O:16][C:15]2[CH:20]=[C:21]([S:24]([NH:35][C:36]3[S:40][N:39]=[CH:38][N:37]=3)(=[O:26])=[O:25])[CH:22]=[CH:23][C:14]1=2, predict the reactants needed to synthesize it. (8) Given the product [Cl:27][C:28]1[CH:33]=[CH:32][C:31]([S:34]([NH:17][C@@H:14]2[C@@H:12]3[C@@H:11]([CH2:10][N:9]([C:7]4[CH:6]=[CH:5][CH:4]=[C:3]([C:2]([F:1])([F:18])[F:19])[N:8]=4)[CH2:13]3)[CH2:16][CH2:15]2)(=[O:36])=[O:35])=[CH:30][CH:29]=1, predict the reactants needed to synthesize it. The reactants are: [F:1][C:2]([F:19])([F:18])[C:3]1[N:8]=[C:7]([N:9]2[CH2:13][C@@H:12]3[C@@H:14]([NH2:17])[CH2:15][CH2:16][C@@H:11]3[CH2:10]2)[CH:6]=[CH:5][CH:4]=1.C(N(CC)CC)C.[Cl:27][C:28]1[CH:33]=[CH:32][C:31]([S:34](Cl)(=[O:36])=[O:35])=[CH:30][CH:29]=1. (9) Given the product [N:1]1[C:6]2[CH2:7][CH2:8][C:9]3[CH:15]=[CH:14][CH:13]=[CH:12][C:10]=3[NH:11][C:5]=2[CH:4]=[CH:3][CH:2]=1, predict the reactants needed to synthesize it. The reactants are: [N:1]1[C:6]2[CH:7]=[CH:8][C:9]3[CH:15]=[CH:14][CH:13]=[CH:12][C:10]=3[NH:11][C:5]=2[CH:4]=[CH:3][CH:2]=1. (10) Given the product [C:16]([C:13]1[CH:12]=[C:9]([CH:8]=[C:7]([C:3]([CH3:6])([CH3:5])[CH3:4])[C:14]=1[O:15][CH3:20])[CH:10]=[O:11])([CH3:19])([CH3:18])[CH3:17], predict the reactants needed to synthesize it. The reactants are: [H-].[Na+].[C:3]([C:7]1[CH:8]=[C:9]([CH:12]=[C:13]([C:16]([CH3:19])([CH3:18])[CH3:17])[C:14]=1[OH:15])[CH:10]=[O:11])([CH3:6])([CH3:5])[CH3:4].[CH3:20]I.